This data is from Reaction yield outcomes from USPTO patents with 853,638 reactions. The task is: Predict the reaction yield, written as a fraction of the theoretical maximum amount of product (1.0 means a 100% yield; for example, 0.34 means a 34% yield). (1) The reactants are Cl[CH2:2][CH2:3][C:4]([NH:6][C:7]1[CH:20]=[CH:19][C:18]2[C:17](=[O:21])[C:16]3[C:11](=[CH:12][C:13]([NH:22][C:23](=[O:27])[CH2:24][CH2:25]Cl)=[CH:14][CH:15]=3)[C:10](=[O:28])[C:9]=2[CH:8]=1)=[O:5].[CH3:29][NH:30][CH3:31].[N:32]1[CH:37]=CC=C[CH:33]=1. The catalyst is CN(C)C=O. The product is [CH3:29][N:30]([CH3:31])[CH2:2][CH2:3][C:4]([NH:6][C:7]1[CH:20]=[CH:19][C:18]2[C:17](=[O:21])[C:16]3[C:11](=[CH:12][C:13]([NH:22][C:23](=[O:27])[CH2:24][CH2:25][N:32]([CH3:37])[CH3:33])=[CH:14][CH:15]=3)[C:10](=[O:28])[C:9]=2[CH:8]=1)=[O:5]. The yield is 0.200. (2) The reactants are OC(C(F)(F)F)=O.[F:8][C:9]1[CH:35]=[C:34]([F:36])[CH:33]=[CH:32][C:10]=1[O:11][CH:12]1[CH2:17][CH2:16][N:15]([C:18]2[N:19]=[C:20]3[CH2:31][CH2:30][NH:29][CH2:28][C:21]3=[N:22][C:23]=2[NH:24][CH:25]([CH3:27])[CH3:26])[CH2:14][CH2:13]1.C(N(CC)CC)C.[CH3:44][S:45](Cl)(=[O:47])=[O:46]. The catalyst is C(Cl)Cl. The product is [F:8][C:9]1[CH:35]=[C:34]([F:36])[CH:33]=[CH:32][C:10]=1[O:11][CH:12]1[CH2:13][CH2:14][N:15]([C:18]2[N:19]=[C:20]3[CH2:31][CH2:30][N:29]([S:45]([CH3:44])(=[O:47])=[O:46])[CH2:28][C:21]3=[N:22][C:23]=2[NH:24][CH:25]([CH3:27])[CH3:26])[CH2:16][CH2:17]1. The yield is 0.336. (3) The reactants are C(=O)([O-])[O-].[Ca+2].[C:6](Cl)(Cl)=[S:7].ClCCl.O.[NH2:14][C:15]1[CH:22]=[CH:21][C:18]([C:19]#[N:20])=[C:17]([Cl:23])[CH:16]=1.Cl. No catalyst specified. The product is [Cl:23][C:17]1[CH:16]=[C:15]([N:14]=[C:6]=[S:7])[CH:22]=[CH:21][C:18]=1[C:19]#[N:20]. The yield is 0.670. (4) The catalyst is CN(C=O)C. The product is [CH2:3]([O:10][C:11]([C:13]1[C:21]2[C:16](=[CH:17][CH:18]=[C:19]([O:22][CH2:23][CH2:24][Cl:25])[CH:20]=2)[N:15]([CH2:27][C:28]2[CH:33]=[CH:32][CH:31]=[CH:30][CH:29]=2)[C:14]=1[CH3:26])=[O:12])[C:4]1[CH:9]=[CH:8][CH:7]=[CH:6][CH:5]=1. The yield is 0.620. The reactants are [H-].[Na+].[CH2:3]([O:10][C:11]([C:13]1[C:21]2[C:16](=[CH:17][CH:18]=[C:19]([O:22][CH2:23][CH2:24][Cl:25])[CH:20]=2)[NH:15][C:14]=1[CH3:26])=[O:12])[C:4]1[CH:9]=[CH:8][CH:7]=[CH:6][CH:5]=1.[CH2:27](Br)[C:28]1[CH:33]=[CH:32][CH:31]=[CH:30][CH:29]=1.O.